This data is from Reaction yield outcomes from USPTO patents with 853,638 reactions. The task is: Predict the reaction yield, written as a fraction of the theoretical maximum amount of product (1.0 means a 100% yield; for example, 0.34 means a 34% yield). The reactants are Cl.[Cl:2][C:3]1[CH:10]=[C:9]([O:11][CH3:12])[CH:8]=[C:7]([Cl:13])[C:4]=1[CH2:5][NH2:6].C[Al](C)C.[CH:18]1([CH:24]2[CH2:28][CH2:27][O:26][C:25]2=[O:29])[CH2:23][CH2:22][CH2:21][CH2:20][CH2:19]1. The catalyst is C1(C)C=CC=CC=1. The product is [CH:18]1([CH:24]([CH2:28][CH2:27][OH:26])[C:25]([NH:6][CH2:5][C:4]2[C:3]([Cl:2])=[CH:10][C:9]([O:11][CH3:12])=[CH:8][C:7]=2[Cl:13])=[O:29])[CH2:23][CH2:22][CH2:21][CH2:20][CH2:19]1. The yield is 0.810.